Dataset: NCI-60 drug combinations with 297,098 pairs across 59 cell lines. Task: Regression. Given two drug SMILES strings and cell line genomic features, predict the synergy score measuring deviation from expected non-interaction effect. Drug 1: CCC(=C(C1=CC=CC=C1)C2=CC=C(C=C2)OCCN(C)C)C3=CC=CC=C3.C(C(=O)O)C(CC(=O)O)(C(=O)O)O. Drug 2: C1CCC(C(C1)N)N.C(=O)(C(=O)[O-])[O-].[Pt+4]. Cell line: HCT-15. Synergy scores: CSS=50.7, Synergy_ZIP=2.89, Synergy_Bliss=2.07, Synergy_Loewe=-6.63, Synergy_HSA=3.87.